This data is from Full USPTO retrosynthesis dataset with 1.9M reactions from patents (1976-2016). The task is: Predict the reactants needed to synthesize the given product. (1) Given the product [CH3:1][O:2][C:3](=[O:27])[C:4]1[CH:9]=[CH:8][C:7]([S:10]([N:13]2[C:21]3[C:16](=[CH:17][CH:18]=[CH:19][CH:20]=3)[C:15]([CH:22]3[CH2:23][CH2:24][CH2:25][CH2:26]3)=[CH:14]2)(=[O:11])=[O:12])=[CH:6][CH:5]=1, predict the reactants needed to synthesize it. The reactants are: [CH3:1][O:2][C:3](=[O:27])[C:4]1[CH:9]=[CH:8][C:7]([S:10]([N:13]2[C:21]3[C:16](=[CH:17][CH:18]=[CH:19][CH:20]=3)[C:15]([C:22]3[CH2:26][CH2:25][CH2:24][CH:23]=3)=[CH:14]2)(=[O:12])=[O:11])=[CH:6][CH:5]=1.C(OCC)(=O)C.[H][H]. (2) Given the product [Cl:16][C:2]1[CH:7]=[CH:6][CH:5]=[CH:4][C:3]=1[CH2:8][C:9](=[O:15])[C:10]([O:12][CH2:13][CH3:14])=[O:11], predict the reactants needed to synthesize it. The reactants are: F[C:2]1[CH:7]=[CH:6][CH:5]=[CH:4][C:3]=1[CH2:8][C:9](=[O:15])[C:10]([O:12][CH2:13][CH3:14])=[O:11].[Cl:16]C1C=CC=CC=1CCl.[Mg].C(OCC)(=O)C(OCC)=O. (3) Given the product [O:23]=[C:14]1[N:13]([C:10]2[CH:11]=[CH:12][C:4]3[C:3]4[NH:31][N:30]=[C:29]([NH:28][CH2:25][CH2:26][CH3:27])[C:2]=4[CH2:8][CH2:7][CH2:6][C:5]=3[CH:9]=2)[CH2:17][C@H:16]([CH2:18][NH:19][C:20](=[O:22])[CH3:21])[O:15]1, predict the reactants needed to synthesize it. The reactants are: Br[CH:2]1[CH2:8][CH2:7][CH2:6][C:5]2[CH:9]=[C:10]([N:13]3[CH2:17][C@H:16]([CH2:18][NH:19][C:20](=[O:22])[CH3:21])[O:15][C:14]3=[O:23])[CH:11]=[CH:12][C:4]=2[C:3]1=O.[CH2:25]([NH:28][C:29](=S)[NH:30][NH2:31])[CH2:26][CH3:27]. (4) Given the product [CH3:37][S:38]([OH:41])(=[O:40])=[O:39].[CH3:37][S:38]([OH:41])(=[O:40])=[O:39].[NH2:1][C:2]1[C:7]2=[C:8]([C:19]3[CH:24]=[CH:23][C:22]([NH:25][C:26](=[O:35])[NH:27][C:28]4[CH:33]=[CH:32][CH:31]=[C:30]([CH3:34])[N:29]=4)=[C:21]([F:36])[CH:20]=3)[C:9]([C:11]([NH:13][CH2:14][C:15]([F:18])([F:17])[F:16])=[O:12])=[CH:10][N:6]2[N:5]=[CH:4][N:3]=1, predict the reactants needed to synthesize it. The reactants are: [NH2:1][C:2]1[C:7]2=[C:8]([C:19]3[CH:24]=[CH:23][C:22]([NH:25][C:26](=[O:35])[NH:27][C:28]4[CH:33]=[CH:32][CH:31]=[C:30]([CH3:34])[N:29]=4)=[C:21]([F:36])[CH:20]=3)[C:9]([C:11]([NH:13][CH2:14][C:15]([F:18])([F:17])[F:16])=[O:12])=[CH:10][N:6]2[N:5]=[CH:4][N:3]=1.[CH3:37][S:38]([OH:41])(=[O:40])=[O:39]. (5) Given the product [Cl:1][C:2]1[C:11]2[C:6](=[CH:7][CH:8]=[CH:9][CH:10]=2)[C:5]([OH:12])=[C:4]([CH:17]([N:18]2[CH2:19][CH2:20][O:21][CH2:22][CH2:23]2)[C:16]2[CH:24]=[CH:25][CH:26]=[CH:27][C:15]=2[CH3:14])[CH:3]=1, predict the reactants needed to synthesize it. The reactants are: [Cl:1][C:2]1[C:11]2[C:6](=[CH:7][CH:8]=[CH:9][CH:10]=2)[C:5]([OH:12])=[CH:4][CH:3]=1.[Cl-].[CH3:14][C:15]1[CH:27]=[CH:26][CH:25]=[CH:24][C:16]=1[CH:17]=[N+:18]1[CH2:23][CH2:22][O:21][CH2:20][CH2:19]1. (6) Given the product [C:1]1([CH:7]2[CH:11]([OH:12])[CH2:10][CH2:8][O:9]2)[CH:2]=[CH:3][CH:4]=[CH:5][CH:6]=1, predict the reactants needed to synthesize it. The reactants are: [C:1]1([CH:7]2[O:9][CH:8]2[CH2:10][CH2:11][OH:12])[CH:6]=[CH:5][CH:4]=[CH:3][CH:2]=1.[I-].[Mg+2].[I-]. (7) Given the product [CH3:16][C:11]1[C:12](=[O:15])[CH2:13][CH2:14][C:10]=1[NH:9][C:5]1[CH:6]=[CH:7][CH:8]=[C:3]([C:1]2[N:19]=[N:18][N:17]([CH2:20][C:21]3[CH:22]=[N:23][CH:24]=[CH:25][CH:26]=3)[CH:2]=2)[CH:4]=1, predict the reactants needed to synthesize it. The reactants are: [C:1]([C:3]1[CH:4]=[C:5]([NH:9][C:10]2[CH2:14][CH2:13][C:12](=[O:15])[C:11]=2[CH3:16])[CH:6]=[CH:7][CH:8]=1)#[CH:2].[N:17]([CH2:20][C:21]1[CH:22]=[N:23][CH:24]=[CH:25][CH:26]=1)=[N+:18]=[N-:19].O=C1O[C@H]([C@H](CO)O)C([O-])=C1O.[Na+]. (8) The reactants are: [C:1]1([CH2:7][OH:8])[CH:6]=[CH:5][CH:4]=[CH:3][CH:2]=1.O=O.[CH:11](=O)C1C=CC=CC=1. Given the product [C:7]([C:1]1[CH:6]=[CH:5][CH:4]=[CH:3][CH:2]=1)(=[O:8])[CH3:11], predict the reactants needed to synthesize it.